Dataset: Full USPTO retrosynthesis dataset with 1.9M reactions from patents (1976-2016). Task: Predict the reactants needed to synthesize the given product. The reactants are: [Cl:1][C:2]1[CH:10]=[C:9]2[C:5]([C:6]([CH:19]=O)=[CH:7][N:8]2[CH2:11][C:12]2[CH:17]=[CH:16][C:15]([F:18])=[CH:14][CH:13]=2)=[CH:4][CH:3]=1.[C:21]([CH2:23][C:24]1[CH:33]=[CH:32][C:27]([C:28]([O:30][CH3:31])=[O:29])=[CH:26][CH:25]=1)#[N:22].[OH-].[Na+].[CH3:36]O. Given the product [Cl:1][C:2]1[CH:10]=[C:9]2[C:5]([C:6](/[CH:19]=[C:23](/[C:24]3[CH:33]=[CH:32][C:27]([C:28]([O:30][CH2:31][CH3:36])=[O:29])=[CH:26][CH:25]=3)\[C:21]#[N:22])=[CH:7][N:8]2[CH2:11][C:12]2[CH:13]=[CH:14][C:15]([F:18])=[CH:16][CH:17]=2)=[CH:4][CH:3]=1, predict the reactants needed to synthesize it.